Dataset: Forward reaction prediction with 1.9M reactions from USPTO patents (1976-2016). Task: Predict the product of the given reaction. (1) Given the reactants [Cl:1][C:2]1[N:7]=[C:6](Cl)[CH:5]=[CH:4][N:3]=1.[CH3:9][O:10][C:11]1[CH:12]=[C:13]2[C:18](=[CH:19][CH:20]=1)[NH:17][CH2:16][CH2:15][CH2:14]2.C(N(C(C)C)CC)(C)C, predict the reaction product. The product is: [Cl:1][C:2]1[N:7]=[C:6]([N:17]2[C:18]3[C:13](=[CH:12][C:11]([O:10][CH3:9])=[CH:20][CH:19]=3)[CH2:14][CH2:15][CH2:16]2)[CH:5]=[CH:4][N:3]=1. (2) Given the reactants [F:1][C:2]([F:17])([F:16])[C:3]1[CH:7]=[CH:6][N:5]([CH:8]([CH2:14][CH3:15])[C:9]([O:11]CC)=[O:10])[N:4]=1.CC(C)C(N1C=CC(C(F)(F)F)=N1)C(OCC)=O, predict the reaction product. The product is: [F:17][C:2]([F:1])([F:16])[C:3]1[CH:7]=[CH:6][N:5]([CH:8]([CH2:14][CH3:15])[C:9]([OH:11])=[O:10])[N:4]=1. (3) Given the reactants [N+:1]([C:4]1[CH:5]=[C:6]([C:10]2[C:11]3[CH:18]=[CH:17][NH:16][C:12]=3[N:13]=[CH:14][N:15]=2)[CH:7]=[CH:8][CH:9]=1)([O-:3])=[O:2].C1C(=O)N([Br:26])C(=O)C1.O, predict the reaction product. The product is: [Br:26][C:18]1[C:11]2[C:10]([C:6]3[CH:7]=[CH:8][CH:9]=[C:4]([N+:1]([O-:3])=[O:2])[CH:5]=3)=[N:15][CH:14]=[N:13][C:12]=2[NH:16][CH:17]=1. (4) Given the reactants [CH2:1]1[C:9]2[C:4](=[CH:5][CH:6]=[CH:7][CH:8]=2)[CH2:3][CH:2]1[N:10]1[C:14]([C:15]2[CH:20]=[CH:19][CH:18]=[CH:17][CH:16]=2)=[C:13]([C:21]([N:23]2[CH2:28][CH2:27][N:26]([C:29]([O:31][C:32]([CH3:35])([CH3:34])[CH3:33])=[O:30])[CH2:25][C@H:24]2[C:36](=[O:40])[CH:37]([CH3:39])[CH3:38])=[O:22])[N:12]=[CH:11]1.[BH4-].[Na+], predict the reaction product. The product is: [CH2:1]1[C:9]2[C:4](=[CH:5][CH:6]=[CH:7][CH:8]=2)[CH2:3][CH:2]1[N:10]1[C:14]([C:15]2[CH:16]=[CH:17][CH:18]=[CH:19][CH:20]=2)=[C:13]([C:21]([N:23]2[CH2:28][CH2:27][N:26]([C:29]([O:31][C:32]([CH3:34])([CH3:35])[CH3:33])=[O:30])[CH2:25][C@H:24]2[CH:36]([OH:40])[CH:37]([CH3:38])[CH3:39])=[O:22])[N:12]=[CH:11]1.